Predict the product of the given reaction. From a dataset of Forward reaction prediction with 1.9M reactions from USPTO patents (1976-2016). (1) The product is: [Cl:1][C:2]1[N:3]=[C:4]([CH:7]([C:11]2[NH:12][C:13]([C:24]3[CH:29]=[CH:28][CH:27]=[C:26]([F:30])[CH:25]=3)=[C:14]3[C:19](=[O:20])[N:18]([CH3:21])[C:17](=[O:22])[N:16]([CH3:23])[C:15]=23)[CH2:8][CH:9]([OH:35])[CH2:10][OH:39])[S:5][CH:6]=1. Given the reactants [Cl:1][C:2]1[N:3]=[C:4]([CH:7]([C:11]2[NH:12][C:13]([C:24]3[CH:29]=[CH:28][CH:27]=[C:26]([F:30])[CH:25]=3)=[C:14]3[C:19](=[O:20])[N:18]([CH3:21])[C:17](=[O:22])[N:16]([CH3:23])[C:15]=23)[CH2:8][CH:9]=[CH2:10])[S:5][CH:6]=1.C[N+]1([O-])CC[O:35]CC1.[OH2:39], predict the reaction product. (2) Given the reactants [C:1]([O:5][C:6]([N:8]1[CH2:13][CH2:12][CH2:11][CH:10]([CH2:14][OH:15])[CH2:9]1)=[O:7])([CH3:4])([CH3:3])[CH3:2].[Cl:16][C:17]1[CH:22]=[CH:21][C:20]([C:23]2[CH:28]=[CH:27][C:26](O)=[CH:25][CH:24]=2)=[CH:19][CH:18]=1.C1(P(C2C=CC=CC=2)C2C=CC=CC=2)C=CC=CC=1.CCOC(/N=N/C(OCC)=O)=O.C1(C)C=CC=CC=1, predict the reaction product. The product is: [C:1]([O:5][C:6]([N:8]1[CH2:13][CH2:12][CH2:11][CH:10]([CH2:14][O:15][C:26]2[CH:25]=[CH:24][C:23]([C:20]3[CH:19]=[CH:18][C:17]([Cl:16])=[CH:22][CH:21]=3)=[CH:28][CH:27]=2)[CH2:9]1)=[O:7])([CH3:4])([CH3:3])[CH3:2]. (3) Given the reactants [CH2:1]([CH:10](N)[CH2:11][C:12]1[CH:17]=[CH:16][C:15]([O:18][CH3:19])=[CH:14][CH:13]=1)[C:2]1[CH:7]=[CH:6][C:5](OC)=CC=1.[CH2:21]([C:28]1[CH:33]=[C:32]([Cl:34])[CH:31]=[CH:30][C:29]=1[O:35][CH2:36][CH2:37][CH2:38]Br)[C:22]1[CH:27]=[CH:26][CH:25]=[CH:24][CH:23]=1.C([N:43](C(C)C)CC)(C)C.[C:49]([O-:52])(O)=O.[Na+], predict the reaction product. The product is: [CH2:21]([C:28]1[CH:33]=[C:32]([Cl:34])[CH:31]=[CH:30][C:29]=1[O:35][CH2:36][CH2:37][CH2:38][NH:43][CH:11]([C:10]1[CH:1]=[CH:2][C:7]([O:52][CH3:49])=[CH:6][CH:5]=1)[C:12]1[CH:13]=[CH:14][C:15]([O:18][CH3:19])=[CH:16][CH:17]=1)[C:22]1[CH:27]=[CH:26][CH:25]=[CH:24][CH:23]=1. (4) The product is: [CH2:14]([NH:13][C:12]([NH:11][C:8]1[S:9][C:10]2[C:2]([C:36]#[C:35][C:37]3[N:41]([CH3:42])[CH:40]=[N:39][CH:38]=3)=[CH:3][C:4]([C:17]3[CH:22]=[N:21][C:20]([N:23]4[CH2:24][CH2:25][C:26]([CH3:34])([C:29]([O:31][CH2:32][CH3:33])=[O:30])[CH2:27][CH2:28]4)=[N:19][CH:18]=3)=[CH:5][C:6]=2[N:7]=1)=[O:16])[CH3:15]. Given the reactants Br[C:2]1[C:10]2[S:9][C:8]([NH:11][C:12](=[O:16])[NH:13][CH2:14][CH3:15])=[N:7][C:6]=2[CH:5]=[C:4]([C:17]2[CH:18]=[N:19][C:20]([N:23]3[CH2:28][CH2:27][C:26]([CH3:34])([C:29]([O:31][CH2:32][CH3:33])=[O:30])[CH2:25][CH2:24]3)=[N:21][CH:22]=2)[CH:3]=1.[C:35]([C:37]1[N:41]([CH3:42])[CH:40]=[N:39][CH:38]=1)#[CH:36], predict the reaction product.